This data is from Full USPTO retrosynthesis dataset with 1.9M reactions from patents (1976-2016). The task is: Predict the reactants needed to synthesize the given product. (1) Given the product [C:1]([O:5][C:6](=[O:18])[N:7]([CH2:15][CH2:16][O:17][CH2:22][C:21]1[CH:24]=[CH:25][CH:26]=[CH:27][C:20]=1[Cl:19])[CH:8]1[CH2:9][CH2:10][CH:11]([CH3:14])[CH2:12][CH2:13]1)([CH3:2])([CH3:3])[CH3:4], predict the reactants needed to synthesize it. The reactants are: [C:1]([O:5][C:6](=[O:18])[N:7]([CH2:15][CH2:16][OH:17])[C@H:8]1[CH2:13][CH2:12][C@H:11]([CH3:14])[CH2:10][CH2:9]1)([CH3:4])([CH3:3])[CH3:2].[Cl:19][C:20]1[CH:27]=[CH:26][CH:25]=[CH:24][C:21]=1[CH2:22]Br.[H-].[Na+].O. (2) Given the product [F:1][C:2]1[CH:3]=[C:4]([C@@H:9]([N:13]2[CH2:18][CH2:17][CH2:16]/[C:15](=[CH:20]\[C:21]3[CH:26]=[CH:25][C:24]([N:27]4[CH:31]=[C:30]([CH3:32])[N:29]=[CH:28]4)=[C:23]([F:33])[CH:22]=3)/[C:14]2=[O:34])[C@H:10]([OH:12])[CH3:11])[CH:5]=[CH:6][C:7]=1[F:8], predict the reactants needed to synthesize it. The reactants are: [F:1][C:2]1[CH:3]=[C:4]([C@@H:9]([NH:13][C:14](=[O:34])/[C:15](=[CH:20]/[C:21]2[CH:26]=[CH:25][C:24]([N:27]3[CH:31]=[C:30]([CH3:32])[N:29]=[CH:28]3)=[C:23]([F:33])[CH:22]=2)/[CH2:16][CH2:17][CH2:18]Cl)[C@H:10]([OH:12])[CH3:11])[CH:5]=[CH:6][C:7]=1[F:8].[H-].[Na+].O.